Dataset: Full USPTO retrosynthesis dataset with 1.9M reactions from patents (1976-2016). Task: Predict the reactants needed to synthesize the given product. (1) Given the product [CH2:14]([Cl:17])[CH:15]=[CH2:16].[Cl:3][Si:2]([CH2:16][CH2:15][CH2:14][Cl:17])([CH3:4])[CH3:1], predict the reactants needed to synthesize it. The reactants are: [CH3:1][SiH:2]([CH3:4])[Cl:3].C1CCC=CCCC=1.[SiH4].[CH2:14]([Cl:17])[CH:15]=[CH2:16]. (2) Given the product [Br:18][CH2:11][CH2:10][C:9]([CH3:14])([CH3:13])[O:8][CH2:7][C:6]1[CH:15]=[CH:16][C:3]([O:2][CH3:1])=[CH:4][CH:5]=1, predict the reactants needed to synthesize it. The reactants are: [CH3:1][O:2][C:3]1[CH:16]=[CH:15][C:6]([CH2:7][O:8][C:9]([CH3:14])([CH3:13])[CH2:10][CH2:11]O)=[CH:5][CH:4]=1.C(Br)(Br)(Br)[Br:18].C1(P(C2C=CC=CC=2)C2C=CC=CC=2)C=CC=CC=1.C(O)C. (3) Given the product [NH2:40][C:11]1[S:10][C:9]([C:3]2[C:2]([F:1])=[CH:7][CH:6]=[CH:5][C:4]=2[F:8])=[N:13][C:12]=1[C:14]([NH:15][C:16]1[CH:17]=[N:18][N:19]([CH3:38])[C:20]=1[N:21]1[CH2:22][CH2:23][C:24]2([O:25][CH2:26][CH2:27]2)[CH:28]([NH2:31])[CH2:29][CH2:30]1)=[O:39], predict the reactants needed to synthesize it. The reactants are: [F:1][C:2]1[CH:7]=[CH:6][CH:5]=[C:4]([F:8])[C:3]=1[C:9]1[S:10][C:11]([NH:40]C(=O)OC(C)(C)C)=[C:12]([C:14](=[O:39])[NH:15][C:16]2[CH:17]=[N:18][N:19]([CH3:38])[C:20]=2[N:21]2[CH2:30][CH2:29][C@@H:28]([NH:31]C(=O)C(F)(F)F)[C:24]3([CH2:27][CH2:26][O:25]3)[CH2:23][CH2:22]2)[N:13]=1.C(=O)([O-])[O-].[K+].[K+]. (4) Given the product [N:18]1[CH:23]=[CH:22][CH:21]=[C:20]([CH2:24][C:6]([NH:5][C:2](=[O:4])[CH3:3])([C:12]([O:14][CH2:15][CH3:16])=[O:13])[C:7]([O:9][CH2:10][CH3:11])=[O:8])[CH:19]=1, predict the reactants needed to synthesize it. The reactants are: [Na].[C:2]([NH:5][CH:6]([C:12]([O:14][CH2:15][CH3:16])=[O:13])[C:7]([O:9][CH2:10][CH3:11])=[O:8])(=[O:4])[CH3:3].Cl.[N:18]1[CH:23]=[CH:22][CH:21]=[C:20]([CH2:24]Cl)[CH:19]=1.